From a dataset of Catalyst prediction with 721,799 reactions and 888 catalyst types from USPTO. Predict which catalyst facilitates the given reaction. (1) Reactant: [NH:1]1[CH:5]=[CH:4][N:3]=[N:2]1.I[C:7]1[CH:8]=[C:9]([CH:19]=[CH:20][CH:21]=1)[CH2:10][C:11]1([CH3:18])[NH:16][C:15](=[O:17])[CH2:14][O:13][CH2:12]1.C([O-])([O-])=O.[Cs+].[Cs+]. Product: [CH3:18][C:11]1([CH2:10][C:9]2[CH:19]=[CH:20][CH:21]=[C:7]([N:2]3[N:3]=[CH:4][CH:5]=[N:1]3)[CH:8]=2)[NH:16][C:15](=[O:17])[CH2:14][O:13][CH2:12]1. The catalyst class is: 3. (2) Reactant: [CH3:1][O:2][C:3]1[CH:8]=[CH:7][C:6]([SH:9])=[CH:5][CH:4]=1.[Cl:10][C:11]1[CH:16]=[C:15]([N+:17]([O-:19])=[O:18])[CH:14]=[C:13]([Cl:20])[C:12]=1F.C(=O)([O-])[O-].[K+].[K+].CN(C)C=O. Product: [Cl:10][C:11]1[CH:16]=[C:15]([N+:17]([O-:19])=[O:18])[CH:14]=[C:13]([Cl:20])[C:12]=1[S:9][C:6]1[CH:7]=[CH:8][C:3]([O:2][CH3:1])=[CH:4][CH:5]=1. The catalyst class is: 6. (3) Product: [Cl:12][C:13]1[C:14]([N+:20]([O-:22])=[O:21])=[C:15]([CH:16]=[CH:17][CH:18]=1)[NH:11][C:8]1[CH:9]=[CH:10][C:5]([O:4][CH3:3])=[CH:6][CH:7]=1. The catalyst class is: 35. Reactant: [H-].[Na+].[CH3:3][O:4][C:5]1[CH:10]=[CH:9][C:8]([NH2:11])=[CH:7][CH:6]=1.[Cl:12][C:13]1[CH:18]=[CH:17][CH:16]=[C:15](Cl)[C:14]=1[N+:20]([O-:22])=[O:21].Cl.